From a dataset of Forward reaction prediction with 1.9M reactions from USPTO patents (1976-2016). Predict the product of the given reaction. (1) The product is: [C:16]([C:2]1[N:10]2[C:5]([CH:6]=[CH:7][CH:8]=[CH:9]2)=[CH:4][C:3]=1[C:11]([O:13][CH2:14][CH3:15])=[O:12])#[C:17][CH2:18][CH2:19][CH3:20]. Given the reactants I[C:2]1[N:10]2[C:5]([CH:6]=[CH:7][CH:8]=[CH:9]2)=[CH:4][C:3]=1[C:11]([O:13][CH2:14][CH3:15])=[O:12].[CH:16]#[C:17][CH2:18][CH2:19][CH3:20].C(NCC)C, predict the reaction product. (2) Given the reactants C(OC([N:8](C(OC(C)(C)C)=O)[C:9]1[C:18]2[C:13](=[CH:14][CH:15]=[C:16]([NH:20][CH:21]([C:25]3[CH:30]=[CH:29][C:28]([CH2:31][CH2:32][O:33][C:34](=[O:58])[NH:35][C:36]4[CH:41]=[CH:40][C:39]([S:42]([CH:45]([CH3:47])[CH3:46])(=[O:44])=[O:43])=[C:38]([CH2:48][N:49](C(OC(C)(C)C)=O)[CH3:50])[CH:37]=4)=[CH:27][CH:26]=3)[C:22]([OH:24])=[O:23])[C:17]=2[F:19])[CH:12]=[CH:11][N:10]=1)=O)(C)(C)C.Cl, predict the reaction product. The product is: [NH2:8][C:9]1[C:18]2[C:13](=[CH:14][CH:15]=[C:16]([NH:20][CH:21]([C:25]3[CH:30]=[CH:29][C:28]([CH2:31][CH2:32][O:33][C:34](=[O:58])[NH:35][C:36]4[CH:41]=[CH:40][C:39]([S:42]([CH:45]([CH3:47])[CH3:46])(=[O:44])=[O:43])=[C:38]([CH2:48][NH:49][CH3:50])[CH:37]=4)=[CH:27][CH:26]=3)[C:22]([OH:24])=[O:23])[C:17]=2[F:19])[CH:12]=[CH:11][N:10]=1. (3) Given the reactants [N+:1]([C:4]1[CH:5]=[C:6]2[C:10](=[CH:11][CH:12]=1)[N:9]([CH2:13][CH2:14][C:15]1[CH:20]=[CH:19][CH:18]=[CH:17][CH:16]=1)[CH:8]=[CH:7]2)([O-])=O, predict the reaction product. The product is: [C:15]1([CH2:14][CH2:13][N:9]2[C:10]3[C:6](=[CH:5][C:4]([NH2:1])=[CH:12][CH:11]=3)[CH:7]=[CH:8]2)[CH:16]=[CH:17][CH:18]=[CH:19][CH:20]=1. (4) Given the reactants Br[CH2:2][CH2:3][CH2:4][CH:5]1[O:10][CH2:9][C:8]([CH3:12])([CH3:11])[CH2:7][O:6]1.[CH3:13][CH:14]([CH3:30])[C:15]([NH:17][C:18]1[CH:23]=[CH:22][CH:21]=[C:20]([CH:24]2[CH2:29][CH2:28][NH:27][CH2:26][CH2:25]2)[CH:19]=1)=[O:16], predict the reaction product. The product is: [CH3:11][C:8]1([CH3:12])[CH2:9][O:10][CH:5]([CH2:4][CH2:3][CH2:2][N:27]2[CH2:28][CH2:29][CH:24]([C:20]3[CH:19]=[C:18]([NH:17][C:15](=[O:16])[CH:14]([CH3:13])[CH3:30])[CH:23]=[CH:22][CH:21]=3)[CH2:25][CH2:26]2)[O:6][CH2:7]1. (5) Given the reactants [F:1][C:2]1[N:7]=[C:6]([CH:8]2[O:12][C:11](=[O:13])[NH:10][CH:9]2[CH2:14][C:15]2[CH:20]=[CH:19][CH:18]=[C:17]([O:21][C:22]([F:27])([F:26])[CH:23]([F:25])[F:24])[CH:16]=2)[CH:5]=[CH:4][CH:3]=1.[C:28](O[C:28]([O:30][C:31]([CH3:34])([CH3:33])[CH3:32])=[O:29])([O:30][C:31]([CH3:34])([CH3:33])[CH3:32])=[O:29].CN(C1C=CC=CN=1)C.O, predict the reaction product. The product is: [F:1][C:2]1[N:7]=[C:6]([CH:8]2[O:12][C:11](=[O:13])[N:10]([C:28]([O:30][C:31]([CH3:34])([CH3:33])[CH3:32])=[O:29])[CH:9]2[CH2:14][C:15]2[CH:20]=[CH:19][CH:18]=[C:17]([O:21][C:22]([F:27])([F:26])[CH:23]([F:24])[F:25])[CH:16]=2)[CH:5]=[CH:4][CH:3]=1. (6) Given the reactants C([O:4][CH2:5][C:6]([CH3:51])([CH3:50])[CH2:7][N:8]1[C:14]2[CH:15]=[CH:16][C:17]([Cl:19])=[CH:18][C:13]=2[C@@H:12]([C:20]2[CH:25]=[CH:24][CH:23]=[C:22]([O:26][CH3:27])[C:21]=2[O:28][CH3:29])[O:11][C@H:10]([CH2:30][C:31]([NH:33][C:34]2[CH:43]=[CH:42][CH:41]=[C:40]3[C:35]=2[CH:36]=[CH:37][CH:38]=[C:39]3[C:44]([O:46]CC)=[O:45])=[O:32])[C:9]1=[O:49])(=O)C.[OH-].[Na+].C(O)C, predict the reaction product. The product is: [Cl:19][C:17]1[CH:16]=[CH:15][C:14]2[N:8]([CH2:7][C:6]([CH3:50])([CH3:51])[CH2:5][OH:4])[C:9](=[O:49])[C@@H:10]([CH2:30][C:31]([NH:33][C:34]3[CH:43]=[CH:42][CH:41]=[C:40]4[C:35]=3[CH:36]=[CH:37][CH:38]=[C:39]4[C:44]([OH:46])=[O:45])=[O:32])[O:11][C@H:12]([C:20]3[CH:25]=[CH:24][CH:23]=[C:22]([O:26][CH3:27])[C:21]=3[O:28][CH3:29])[C:13]=2[CH:18]=1. (7) Given the reactants [CH2:1]([N:3]1[CH2:8][C:7]([CH3:10])([CH3:9])[O:6][C:5](=[O:11])[CH:4]1[CH2:12][C:13]([OH:15])=O)[CH3:2].C(N(C(C)C)CC)(C)C.CN(C(ON1N=NC2C=CC=NC1=2)=[N+](C)C)C.F[P-](F)(F)(F)(F)F.[O:49]([C:56]1[CH:62]=[CH:61][C:59]([NH2:60])=[CH:58][CH:57]=1)[C:50]1[CH:55]=[CH:54][CH:53]=[CH:52][CH:51]=1, predict the reaction product. The product is: [CH2:1]([N:3]1[CH2:8][C:7]([CH3:9])([CH3:10])[O:6][C:5](=[O:11])[CH:4]1[CH2:12][C:13]([NH:60][C:59]1[CH:58]=[CH:57][C:56]([O:49][C:50]2[CH:55]=[CH:54][CH:53]=[CH:52][CH:51]=2)=[CH:62][CH:61]=1)=[O:15])[CH3:2].